This data is from Forward reaction prediction with 1.9M reactions from USPTO patents (1976-2016). The task is: Predict the product of the given reaction. (1) Given the reactants [OH-].[Na+].CC(O)C.[CH2:7]([S:14][C:15]1[CH:24]=[CH:23][C:18]([C:19]([O:21]C)=[O:20])=[C:17]([NH:25][C:26]2[CH:31]=[CH:30][C:29]([F:32])=[CH:28][CH:27]=2)[CH:16]=1)[C:8]1[CH:13]=[CH:12][CH:11]=[CH:10][CH:9]=1.Cl, predict the reaction product. The product is: [CH2:7]([S:14][C:15]1[CH:24]=[CH:23][C:18]([C:19]([OH:21])=[O:20])=[C:17]([NH:25][C:26]2[CH:27]=[CH:28][C:29]([F:32])=[CH:30][CH:31]=2)[CH:16]=1)[C:8]1[CH:9]=[CH:10][CH:11]=[CH:12][CH:13]=1. (2) Given the reactants [CH3:1][C:2]1([CH3:19])[CH2:18][N:6]2[C:7](=[O:17])[CH:8]=[C:9]([C:11]3[CH:16]=[CH:15][N:14]=[CH:13][CH:12]=3)[N:10]=[C:5]2[NH:4][CH2:3]1.[H-].[Na+].[N:22]1[C:30]2[CH2:29][CH:28]([CH2:31]OS(C)(=O)=O)[CH2:27][C:26]=2[CH:25]=[CH:24][CH:23]=1.O, predict the reaction product. The product is: [N:22]1[C:30]2[CH2:29][C@H:28]([CH2:31][N:4]3[C:5]4=[N:10][C:9]([C:11]5[CH:16]=[CH:15][N:14]=[CH:13][CH:12]=5)=[CH:8][C:7](=[O:17])[N:6]4[CH2:18][C:2]([CH3:19])([CH3:1])[CH2:3]3)[CH2:27][C:26]=2[CH:25]=[CH:24][CH:23]=1. (3) Given the reactants CS(Cl)(=O)=O.O[CH2:7][C:8]#[C:9][C:10]1[CH:15]=[CH:14][C:13]([S:16]([NH:19][CH2:20][C:21]2[CH:35]=[CH:34][C:24]([C:25]([NH:27][C:28]3[CH:29]=[N:30][CH:31]=[CH:32][CH:33]=3)=[O:26])=[CH:23][CH:22]=2)(=[O:18])=[O:17])=[CH:12][CH:11]=1.C[CH2:37][N:38](CC)[CH2:39]C.CNC.S([O-])(=O)(=O)C, predict the reaction product. The product is: [CH3:37][N:38]([CH3:39])[CH2:7][C:8]#[C:9][C:10]1[CH:15]=[CH:14][C:13]([S:16]([NH:19][CH2:20][C:21]2[CH:35]=[CH:34][C:24]([C:25]([NH:27][C:28]3[CH:29]=[N:30][CH:31]=[CH:32][CH:33]=3)=[O:26])=[CH:23][CH:22]=2)(=[O:18])=[O:17])=[CH:12][CH:11]=1.